From a dataset of Full USPTO retrosynthesis dataset with 1.9M reactions from patents (1976-2016). Predict the reactants needed to synthesize the given product. (1) Given the product [CH3:1][O:2][C:3](=[O:20])[CH2:4][CH2:5][C:6]1[N:7]=[C:8]([Cl:23])[C:9]2[C:14]3[CH2:15][CH2:16][CH2:17][CH2:18][C:13]=3[S:12][C:10]=2[N:11]=1, predict the reactants needed to synthesize it. The reactants are: [CH3:1][O:2][C:3](=[O:20])[CH2:4][CH2:5][C:6]1[N:7]=[C:8](O)[C:9]2[C:14]3[CH2:15][CH2:16][CH2:17][CH2:18][C:13]=3[S:12][C:10]=2[N:11]=1.O=P(Cl)(Cl)[Cl:23]. (2) The reactants are: [Cl:1][C:2]1[CH:16]=[CH:15][C:5]([CH2:6][NH:7]C(=O)OC(C)(C)C)=[CH:4][C:3]=1[NH:17][C:18]1[N:22]([CH3:23])[C:21]2[CH:24]=[C:25]([N:29]3[CH2:34][CH2:33][CH:32]([C:35]([F:38])([F:37])[F:36])[CH2:31][CH2:30]3)[C:26]([Cl:28])=[CH:27][C:20]=2[N:19]=1.C(O)(C(F)(F)F)=O. Given the product [Cl:1][C:2]1[CH:16]=[CH:15][C:5]([CH2:6][NH2:7])=[CH:4][C:3]=1[NH:17][C:18]1[N:22]([CH3:23])[C:21]2[CH:24]=[C:25]([N:29]3[CH2:30][CH2:31][CH:32]([C:35]([F:37])([F:36])[F:38])[CH2:33][CH2:34]3)[C:26]([Cl:28])=[CH:27][C:20]=2[N:19]=1, predict the reactants needed to synthesize it.